This data is from Catalyst prediction with 721,799 reactions and 888 catalyst types from USPTO. The task is: Predict which catalyst facilitates the given reaction. (1) Reactant: C1(P(C2C=CC=CC=2C2C=CC=CC=2)C2CCCCC2)CCCCC1.Br[C:27]1[C:36]2[C:31](=[CH:32][CH:33]=[CH:34][C:35]=2[F:37])[CH:30]=[CH:29][CH:28]=1.[C:38]([N:45]1[CH2:50][CH2:49][NH:48][CH2:47][CH2:46]1)([O:40][C:41]([CH3:44])([CH3:43])[CH3:42])=[O:39].CC([O-])(C)C.[Na+]. Product: [C:41]([O:40][C:38]([N:45]1[CH2:50][CH2:49][N:48]([C:27]2[C:36]3[C:31](=[CH:32][CH:33]=[CH:34][C:35]=3[F:37])[CH:30]=[CH:29][CH:28]=2)[CH2:47][CH2:46]1)=[O:39])([CH3:44])([CH3:42])[CH3:43]. The catalyst class is: 222. (2) Reactant: [C:1]([SiH2:5][O:6][C:7]([CH3:13])([CH3:12])[C:8](=[CH2:11])[CH2:9][OH:10])([CH3:4])([CH3:3])[CH3:2].[CH3:14][C:15]1[CH:24]=[C:23]([CH2:25][O:26][C:27]2[CH:35]=[CH:34][C:30]([CH:31]=[N:32][OH:33])=[CH:29][CH:28]=2)[C:22]2[C:17](=[CH:18][CH:19]=[CH:20][CH:21]=2)[N:16]=1. Product: [C:1]([SiH2:5][O:6][C:7]([CH3:13])([CH3:12])[C:8]1([CH2:9][OH:10])[O:33][N:32]=[C:31]([C:30]2[CH:29]=[CH:28][C:27]([O:26][CH2:25][C:23]3[C:22]4[C:17](=[CH:18][CH:19]=[CH:20][CH:21]=4)[N:16]=[C:15]([CH3:14])[CH:24]=3)=[CH:35][CH:34]=2)[CH2:11]1)([CH3:4])([CH3:3])[CH3:2]. The catalyst class is: 1. (3) Reactant: [NH2:1][C:2]1[C:3]2[CH2:10][CH2:9][N:8]([CH2:11][C:12]([N:14]([CH3:16])[CH3:15])=[O:13])[C:4]=2[N:5]=[CH:6][N:7]=1.[H-].[Na+].Cl[C:20]1[S:21][C:22]([C:25]#[N:26])=[CH:23][N:24]=1.Cl. Product: [C:25]([C:22]1[S:21][C:20]([NH:1][C:2]2[C:3]3[CH2:10][CH2:9][N:8]([CH2:11][C:12]([N:14]([CH3:16])[CH3:15])=[O:13])[C:4]=3[N:5]=[CH:6][N:7]=2)=[N:24][CH:23]=1)#[N:26]. The catalyst class is: 6. (4) Reactant: [CH2:1]([O:3][C:4]([C@H:6]1[CH2:11][CH2:10][C@H:9]([C:12]2[CH:17]=[CH:16][CH:15]=[C:14](OC)[N:13]=2)[CH2:8][CH2:7]1)=[O:5])[CH3:2].P(Cl)(Cl)([Cl:22])=O. Product: [CH2:1]([O:3][C:4]([C@H:6]1[CH2:11][CH2:10][C@H:9]([C:12]2[CH:17]=[CH:16][CH:15]=[C:14]([Cl:22])[N:13]=2)[CH2:8][CH2:7]1)=[O:5])[CH3:2]. The catalyst class is: 9. (5) Reactant: [CH3:1][C@H:2]1[NH:7][C@@H:6]([CH3:8])[CH2:5][N:4]([C:9]2[CH:10]=[CH:11][C:12]([O:30]C)=[C:13]([NH:15][S:16]([C:19]3[S:20][C:21]([C:24]4[CH:29]=[CH:28][CH:27]=[CH:26][N:25]=4)=[CH:22][CH:23]=3)(=[O:18])=[O:17])[CH:14]=2)[CH2:3]1.B(Br)(Br)Br.O.C(=O)(O)[O-].[Na+]. Product: [CH3:8][C@H:6]1[NH:7][C@@H:2]([CH3:1])[CH2:3][N:4]([C:9]2[CH:10]=[CH:11][C:12]([OH:30])=[C:13]([NH:15][S:16]([C:19]3[S:20][C:21]([C:24]4[CH:29]=[CH:28][CH:27]=[CH:26][N:25]=4)=[CH:22][CH:23]=3)(=[O:18])=[O:17])[CH:14]=2)[CH2:5]1. The catalyst class is: 98. (6) The catalyst class is: 3. Product: [Br:1][C:2]1[CH:11]=[C:10]2[C:5]([C:6]([I:20])=[C:7]([NH2:12])[N:8]=[CH:9]2)=[CH:4][CH:3]=1. Reactant: [Br:1][C:2]1[CH:11]=[C:10]2[C:5]([CH:6]=[C:7]([NH2:12])[N:8]=[CH:9]2)=[CH:4][CH:3]=1.C1C(=O)N([I:20])C(=O)C1.O. (7) Reactant: F[C:2](F)(F)[C:3]([O:5][C:6]1[C:11]([F:12])=[C:10]([F:13])[CH:9]=[C:8]([F:14])[C:7]=1[F:15])=[O:4].[C:18]([NH:35][C@H:36](C(O)=O)C)([O:20][CH2:21][CH:22]1[C:34]2[C:29](=[CH:30][CH:31]=[CH:32][CH:33]=2)[C:28]2[C:23]1=[CH:24][CH:25]=[CH:26][CH:27]=2)=[O:19].C(N(CC)CC)C. Product: [CH:24]1[C:23]2[CH:22]([CH2:21][O:20][C:18]([NH:35][CH2:36][CH2:2][C:3]([O:5][C:6]3[C:11]([F:12])=[C:10]([F:13])[CH:9]=[C:8]([F:14])[C:7]=3[F:15])=[O:4])=[O:19])[C:34]3[C:29](=[CH:30][CH:31]=[CH:32][CH:33]=3)[C:28]=2[CH:27]=[CH:26][CH:25]=1. The catalyst class is: 2.